Dataset: Experimentally validated miRNA-target interactions with 360,000+ pairs, plus equal number of negative samples. Task: Binary Classification. Given a miRNA mature sequence and a target amino acid sequence, predict their likelihood of interaction. (1) The miRNA is hsa-miR-1180-3p with sequence UUUCCGGCUCGCGUGGGUGUGU. The protein sequence of the target gene is MEFPEHGGRLLGRLRQQRELGFLCDCTVLVGDARFPAHRAVLAACSVYFHLFYRDRPAGSRDTVRLNGDIVTAPAFGRLLDFMYEGRLDLRSLPVEDVLAAASYLHMYDIVKVCKGRLQEKDRSLDPGNPAPGAEPAQPPCPWPVWTADLCPAARKAKLPPFGVKAALPPRASGPPPCQVPEESDQALDLSLKSGPRQERVHPPCVLQTPLCSQRQPGAQPLVKDERDSLSEQEESSSSRSPHSPPKPPPVPAAKGLVVGLQPLPLSGEGSRELELGAGRLASEDELGPGGPLCICPLCS.... Result: 0 (no interaction). (2) The miRNA is hsa-miR-4272 with sequence CAUUCAACUAGUGAUUGU. The protein sequence of the target gene is MMCSRVPSEQSSGTSLLPKDGAPFSWDSLDEDGLDDSLLELSEGEEDDGDVNYTEEEIDALLKEDDPSYEQSSGEDDGGHVEKGERGSQILLDTPREKNSSYSLGPVAETPDLFKLPQLSTSSGHGPAHTKPLNRRSVLEKNLIKVTVAPFNPTVCDALLDKDETDSSKDTEKLSSLGEEMREDGLSPNESKLCTESEGISPNNSAWNGPQLSSSNNNFQQTVSDKNMPDSENPTSVFSRISDHSETPNMELSCRNGGSHKSSCEMRSLVVSTSSNKQDVLNKDSGKMKGHERRLGKVIP.... Result: 0 (no interaction). (3) The miRNA is hsa-miR-205-3p with sequence GAUUUCAGUGGAGUGAAGUUC. The protein sequence of the target gene is MASSNPPPQPAIGDQLVPGVPGPSSEAEDDPGEAFEFDDSDDEEDTSAALGVPSLAPERDTDPPLIHLDSIPVTDPDPAAAPPGTGVPAWVSNGDAADAAFSGARHSSWKRKSSRRIDRFTFPALEEDVIYDDVPCESPDAHQPGAERNLLYEDAHRAGAPRQAEDLGWSSSEFESYSEDSGEEAKPEVEVEPAKHRVSFQPKLSPDLTRLKERYARTKRDILALRVGGRDMQELKHKYDCKMTQLMKAAKSGTKDGLEKTRMAVMRKVSFLHRKDVLGDSEEEDMGLLEVSVSDIKPPA.... Result: 0 (no interaction). (4) The miRNA is mmu-miR-27a-3p with sequence UUCACAGUGGCUAAGUUCCGC. The protein sequence of the target gene is MIEVLTTDSQKLLHQLNTLLEQESRCQPKVCGLKLIESAHDNGLRMTARLRDFEVKDLLSLTQFFGFDTETFSLAVNLLDRFLSKMKVQAKHLGCVGLSCFYLAVKATEEERNVPLATDLIRISQYRFTVSDLMRMEKIVLEKVCWKVKATTAFQFLQLYYSLVHDTLPFERRNDLNFERLEAQLKACHCRIIFSKAKPSVLALSILALEIQALKYVELTEGVECIQKHSKISGRDLTFWQELVSKCLTEYSSNKCSKPNGQKLKWIVSGRTARQLKHSYYRITHLPTIPETIC. Result: 0 (no interaction). (5) The miRNA is hsa-miR-548f-3p with sequence AAAAACUGUAAUUACUUUU. The protein sequence of the target gene is MTAMEESQSDISLELPLSQETFSGLWKLLPPEDILPSPHCMDDLLLPQDVEEFFEGPSEALRVSGAPAAQDPVTETPGPVAPAPATPWPLSSFVPSQKTYQGNYGFHLGFLQSGTAKSVMCTYSPPLNKLFCQLAKTCPVQLWVSATPPAGSRVRAMAIYKKSQHMTEVVRRCPHHERCSDGDGLAPPQHLIRVEGNLYPEYLEDRQTFRHSVVVPYEPPEAGSEYTTIHYKYMCNSSCMGGMNRRPILTIITLEDSSGNLLGRDSFEVRVCACPGRDRRTEEENFRKKEVLCPELPPGS.... Result: 0 (no interaction). (6) The miRNA is mmu-miR-188-5p with sequence CAUCCCUUGCAUGGUGGAGGG. The protein sequence of the target gene is MRDSTGAGNSLVHKRSPLRRNQKTSASLNKLSLQDGHKAKKPACKFEEGQDVLARWSDGLFYLGTIKKINILKQSCFIIFEDSSKSWVLWKDIQTGATGSGEMVCTICQEEYSEAPNEMVICDKCGQGYHQLCHTPHIDSSVIDSDEKWLCRQCVFATTTKRGGALKKGPNAKALQVMKQTLPYSVADLEWDAGHKTNVQQCYCYCGGPGDWYLKMLQCCKCKQWFHEACVQCLQKPMLFGDRFYTFICSVCSSGPEYLKRLPLQWVDIAHLCLYNLSVIHKKKYFDSELELMTYINENW.... Result: 0 (no interaction). (7) The miRNA is mmu-miR-466l-5p with sequence UUGUGUGUACAUGUACAUGUAU. The protein sequence of the target gene is MELLTFRDVAIEFSPEEWKCLDPAQQNLYRDVMLENYRNLISLGVAISNPDLVIYLEQRKEPYKVKIHETVAKHPAVCSHFTQDFLPVQGIEDSFHKLILRRYEKCGHENLELRKSCKRKVQKGGYNEFNQCLSTIQSKIFQCNVHVKVFSTFSNSNQRRIRHTGEKHFKECGKSFQKFSDLTQHQGIHAGEKPYTCEECGKDFKWYLIFNEYEIIHTGEKPFTCEECGNIFTTSSNFAKHKVHTGEKSYKYEECGKAFNRSSTLTKHKRIHAEEKPFTCEECGKIITSSSNVAKHKKIH.... Result: 0 (no interaction). (8) The miRNA is hsa-miR-4524a-3p with sequence UGAGACAGGCUUAUGCUGCUAU. The protein sequence of the target gene is MFYFRGCGRWVAVSFTKQQFPLARLSSDSAAPRTPHFDVIVIGGGHAGTEAATAAARCGSRTLLLTHRVDTIGQMSCNPSFGGIGKGHLMREVDALDGLCSRICDQSGVHYKVLNRRKGPAVWGLRAQIDRKLYKQNMQKEILNTPLLTVQEGAVEDLILTEPEPEHTGKCRVSGVVLVDGSTVYAESVILTTGTFLRGMIVIGLETHPAGRLGDQPSIGLAQTLEKLGFVVGRLKTGTPPRIAKESINFSILNKHIPDNPSIPFSFTNETVWIKPEDQLPCYLTHTNPRVDEIVLKNLH.... Result: 1 (interaction).